The task is: Predict which catalyst facilitates the given reaction.. This data is from Catalyst prediction with 721,799 reactions and 888 catalyst types from USPTO. (1) The catalyst class is: 489. Product: [Br:21][C:9]1[C:8]2[C:12](=[CH:13][CH:14]=[CH:15][C:7]=2[C:2]2[CH:3]=[CH:4][CH:5]=[CH:6][C:1]=2[CH3:20])[NH:11][C:10]=1[C:16]([O:18][CH3:19])=[O:17]. Reactant: [C:1]1([CH3:20])[CH:6]=[CH:5][CH:4]=[CH:3][C:2]=1[C:7]1[CH:15]=[CH:14][CH:13]=[C:12]2[C:8]=1[CH:9]=[C:10]([C:16]([O:18][CH3:19])=[O:17])[NH:11]2.[Br:21]N1C(=O)CCC1=O. (2) Reactant: [C:1]([OH:4])(=[O:3])[CH3:2].[C:5]([OH:8])(=[O:7])[CH3:6].[NH2:9][C:10]1[N:15]=[CH:14][N:13]=[C:12]2[N:16]([C@H:35]3[CH2:40][CH2:39][C@@H:38]([N:41]4[CH2:46][CH2:45][N:44]([CH3:47])[CH2:43][CH2:42]4)[CH2:37][CH2:36]3)[N:17]=[C:18]([C:19]3[CH:24]=[CH:23][C:22]([NH:25][C:26](=O)[CH2:27][C:28]4[CH:33]=[CH:32][CH:31]=[CH:30][CH:29]=4)=[CH:21][CH:20]=3)[C:11]=12.[H-].[Al+3].[Li+].[H-].[H-].[H-]. Product: [C:1]([OH:4])(=[O:3])[CH3:2].[C:5]([OH:8])(=[O:7])[CH3:6].[CH3:47][N:44]1[CH2:43][CH2:42][N:41]([C@@H:38]2[CH2:39][CH2:40][C@H:35]([N:16]3[C:12]4=[N:13][CH:14]=[N:15][C:10]([NH2:9])=[C:11]4[C:18]([C:19]4[CH:20]=[CH:21][C:22]([NH:25][CH2:26][CH2:27][C:28]5[CH:29]=[CH:30][CH:31]=[CH:32][CH:33]=5)=[CH:23][CH:24]=4)=[N:17]3)[CH2:36][CH2:37]2)[CH2:46][CH2:45]1. The catalyst class is: 7.